From a dataset of Forward reaction prediction with 1.9M reactions from USPTO patents (1976-2016). Predict the product of the given reaction. (1) Given the reactants [Br:1][C:2]1[CH:10]=[CH:9][CH:8]=[CH:7][C:3]=1[C:4](O)=[O:5].O=S(Cl)[Cl:13], predict the reaction product. The product is: [Br:1][C:2]1[CH:10]=[CH:9][CH:8]=[CH:7][C:3]=1[C:4]([Cl:13])=[O:5]. (2) The product is: [F:44][C:43]([F:46])([F:45])[C:41]([OH:47])=[O:42].[C:1]1([C:7]2[CH:12]=[C:11]([CH:13]3[CH2:18][NH:17][C:16](=[O:19])[NH:15][CH2:14]3)[CH:10]=[CH:9][C:8]=2[NH:20][C:21]([C:23]2[NH:24][CH:25]=[C:26]([C:28]#[N:29])[N:27]=2)=[O:22])[CH2:6][CH2:5][CH2:4][CH2:3][CH:2]=1. Given the reactants [C:1]1([C:7]2[CH:12]=[C:11]([CH:13]3[CH2:18][NH:17][C:16](=[O:19])[NH:15][CH2:14]3)[CH:10]=[CH:9][C:8]=2[NH:20][C:21]([C:23]2[N:24](COCC[Si](C)(C)C)[CH:25]=[C:26]([C:28]#[N:29])[N:27]=2)=[O:22])[CH2:6][CH2:5][CH2:4][CH2:3][CH:2]=1.CCO.[C:41]([OH:47])([C:43]([F:46])([F:45])[F:44])=[O:42], predict the reaction product. (3) Given the reactants [CH3:1][C:2]1[CH:7]=[CH:6][N:5]=[CH:4][C:3]=1[C:8]1[S:12][C:11]([C:13]([O:15]CC)=[O:14])=[CH:10][CH:9]=1.[OH-].[Na+], predict the reaction product. The product is: [CH3:1][C:2]1[CH:7]=[CH:6][N:5]=[CH:4][C:3]=1[C:8]1[S:12][C:11]([C:13]([OH:15])=[O:14])=[CH:10][CH:9]=1. (4) Given the reactants [F:1][C:2]([F:7])([F:6])[C:3]([OH:5])=[O:4].[CH2:8]([N:15](C)[CH2:16][C:17](=[C:19]1[CH2:24][CH2:23][N:22]([C:25]2[C:34]([O:35][CH3:36])=[C:33]3[C:28]([C:29](=[O:43])[C:30]([C:40]([OH:42])=[O:41])=[CH:31][N:32]3[CH:37]3[CH2:39][CH2:38]3)=[CH:27][C:26]=2[F:44])[CH2:21][CH2:20]1)Cl)C1C=CC=CC=1, predict the reaction product. The product is: [F:1][C:2]([F:7])([F:6])[C:3]([OH:5])=[O:4].[CH:37]1([N:32]2[C:33]3[C:28](=[CH:27][C:26]([F:44])=[C:25]([N:22]4[CH2:23][CH2:24][C:19](=[CH:17][CH2:16][NH:15][CH3:8])[CH2:20][CH2:21]4)[C:34]=3[O:35][CH3:36])[C:29](=[O:43])[C:30]([C:40]([OH:42])=[O:41])=[CH:31]2)[CH2:38][CH2:39]1. (5) Given the reactants Br[C:2]1[CH:7]=[CH:6][C:5]([CH2:8][CH2:9][CH2:10][O:11][Si:12]([C:15]([CH3:18])([CH3:17])[CH3:16])([CH3:14])[CH3:13])=[CH:4][CH:3]=1.[Li]CCCC.[CH3:24][O:25][C:26]([C:28]1[CH2:29][N:30]([C:42]([O:44][C:45]([CH3:48])([CH3:47])[CH3:46])=[O:43])[CH2:31][CH2:32][C:33]=1OS(C(F)(F)F)(=O)=O)=[O:27], predict the reaction product. The product is: [CH3:24][O:25][C:26]([C:28]1[CH2:29][N:30]([C:42]([O:44][C:45]([CH3:48])([CH3:47])[CH3:46])=[O:43])[CH2:31][CH2:32][C:33]=1[C:2]1[CH:7]=[CH:6][C:5]([CH2:8][CH2:9][CH2:10][O:11][Si:12]([C:15]([CH3:18])([CH3:17])[CH3:16])([CH3:14])[CH3:13])=[CH:4][CH:3]=1)=[O:27]. (6) Given the reactants [F:1][B-:2]([F:5])([F:4])[F:3].[CH3:6][N:7]1[CH2:12][CH2:11][O:10][CH2:9][CH2:8]1.C(=O)(O)[O-].[Na+].Cl[C:19]1[N:24]=[C:23]([O:25][CH3:26])[N:22]=[C:21]([O:27][CH3:28])[N:20]=1, predict the reaction product. The product is: [F:1][B-:2]([F:5])([F:4])[F:3].[CH3:6][N+:7]1([C:19]2[N:24]=[C:23]([O:25][CH3:26])[N:22]=[C:21]([O:27][CH3:28])[N:20]=2)[CH2:12][CH2:11][O:10][CH2:9][CH2:8]1. (7) The product is: [Cl:1][C:2]1[CH:3]=[C:4]([CH:21]=[CH:22][CH:23]=1)[CH2:5][C:6]1[C:7]([CH3:20])=[N:8][C:9]2[N:10]([N:13]=[C:14]([CH3:19])[C:15]=2[C:16]([NH:28][CH2:27][CH2:26][O:25][CH3:24])=[O:17])[C:11]=1[CH3:12]. Given the reactants [Cl:1][C:2]1[CH:3]=[C:4]([CH:21]=[CH:22][CH:23]=1)[CH2:5][C:6]1[C:7]([CH3:20])=[N:8][C:9]2[N:10]([N:13]=[C:14]([CH3:19])[C:15]=2[C:16](O)=[O:17])[C:11]=1[CH3:12].[CH3:24][O:25][CH2:26][CH2:27][NH2:28], predict the reaction product.